From a dataset of Catalyst prediction with 721,799 reactions and 888 catalyst types from USPTO. Predict which catalyst facilitates the given reaction. (1) Reactant: C(OC(=O)[NH:7][CH2:8][C:9]1[CH:14]=[CH:13][C:12]([O:15][CH2:16][C:17](=[O:21])[N:18]([CH3:20])[CH3:19])=[C:11]([CH:22]2[CH2:27][CH2:26][N:25]([C:28]([C:30]3[C:38]4[C:33](=[C:34]([O:39][C:40]([F:43])([F:42])[F:41])[CH:35]=[CH:36][CH:37]=4)[N:32]([CH2:44][CH2:45][O:46][CH3:47])[CH:31]=3)=[O:29])[CH2:24][CH2:23]2)[CH:10]=1)(C)(C)C.[ClH:49]. Product: [ClH:49].[NH2:7][CH2:8][C:9]1[CH:14]=[CH:13][C:12]([O:15][CH2:16][C:17]([N:18]([CH3:19])[CH3:20])=[O:21])=[C:11]([CH:22]2[CH2:27][CH2:26][N:25]([C:28]([C:30]3[C:38]4[C:33](=[C:34]([O:39][C:40]([F:43])([F:41])[F:42])[CH:35]=[CH:36][CH:37]=4)[N:32]([CH2:44][CH2:45][O:46][CH3:47])[CH:31]=3)=[O:29])[CH2:24][CH2:23]2)[CH:10]=1. The catalyst class is: 12. (2) The catalyst class is: 5. Product: [ClH:52].[F:1][C:2]1[CH:3]=[CH:4][C:5]([CH2:8][O:9][C:10]2[CH:15]=[CH:14][N:13]([C:16]3[CH:21]=[CH:20][C:19]4[C:22]5[CH2:27][CH2:26][N:25]([CH3:34])[CH2:24][C:23]=5[S:28][C:18]=4[CH:17]=3)[C:12](=[O:29])[CH:11]=2)=[N:6][CH:7]=1. Reactant: [F:1][C:2]1[CH:3]=[CH:4][C:5]([CH2:8][O:9][C:10]2[CH:15]=[CH:14][N:13]([C:16]3[CH:21]=[CH:20][C:19]4[C:22]5[CH2:27][CH2:26][NH:25][CH2:24][C:23]=5[S:28][C:18]=4[CH:17]=3)[C:12](=[O:29])[CH:11]=2)=[N:6][CH:7]=1.C=O.[BH-](OC(C)=O)(OC(C)=O)O[C:34](C)=O.[Na+].C([O-])(O)=O.[Na+].C(Cl)[Cl:52]. (3) Reactant: [CH3:1][O:2][C:3]1[CH:8]=[CH:7][C:6]([C:9](=[O:16])[CH2:10][CH2:11][CH2:12][C:13]([OH:15])=O)=[CH:5][CH:4]=1.FC(F)(F)C(OC(=O)C(F)(F)F)=O.N1C=CC=CC=1. Product: [CH3:1][O:2][C:3]1[CH:4]=[CH:5][C:6]([C:9]2[O:16][C:13](=[O:15])[CH2:12][CH2:11][CH:10]=2)=[CH:7][CH:8]=1. The catalyst class is: 4. (4) Reactant: [O:1]=[CH:2][C@@H:3]([C@H:5]([C@@H:7]([C@@H:9]([CH2:11][OH:12])[OH:10])[OH:8])[OH:6])[OH:4].S(O)(O)(=O)=O.[NH3:18].OP([O-])(O)=O.[K+].[NH2:25][C@H:26]([C:31]([OH:33])=[O:32])[C@H:27]([CH2:29][CH3:30])C.CC1[N+](CC2C=NC(C)=[N:45][C:46]=2[NH2:47])=CSC=1CCO.N. Product: [NH2:25][C@H:26]([C:31]([OH:33])=[O:32])[CH2:27][CH2:29][CH2:30][NH:47][C:46](=[NH:45])[NH2:18].[O:1]=[CH:2][C@@H:3]([C@H:5]([C@@H:7]([C@@H:9]([CH2:11][OH:12])[OH:10])[OH:8])[OH:6])[OH:4]. The catalyst class is: 6. (5) Reactant: [O:1]1[C:6]2[CH:7]=[CH:8][C:9](B(O)O)=[CH:10][C:5]=2[O:4][CH2:3][CH2:2]1.O.[C:15]([OH:19])(=[O:18])[CH:16]=O.[CH3:20][N:21]1[CH2:26][CH2:25][NH:24][CH2:23][CH2:22]1.CCOCC. Product: [O:1]1[C:6]2[CH:7]=[CH:8][C:9]([CH:16]([N:24]3[CH2:25][CH2:26][N:21]([CH3:20])[CH2:22][CH2:23]3)[C:15]([OH:19])=[O:18])=[CH:10][C:5]=2[O:4][CH2:3][CH2:2]1. The catalyst class is: 14. (6) Reactant: [CH:1]1[C:11]2[CH:10]=[CH:9][C:8]3[CH:12]=[CH:13][CH:14]=[CH:15][C:7]=3[C:6](=[C:16]3[CH2:21][CH2:20][NH:19][CH2:18][CH2:17]3)[C:5]=2[CH:4]=[CH:3][CH:2]=1.[C:22]1(=[O:28])[O:27][C:25](=O)[CH2:24][CH2:23]1.C(N(CC)CC)C.[NH:36]1[CH2:41][CH2:40][O:39][CH2:38][CH2:37]1.Cl.C(N=C=NCCCN(C)C)C. Product: [O:27]=[C:25]([N:36]1[CH2:41][CH2:40][O:39][CH2:38][CH2:37]1)[CH2:24][CH2:23][C:22]([N:19]1[CH2:18][CH2:17][C:16](=[C:6]2[C:7]3[CH:15]=[CH:14][CH:13]=[CH:12][C:8]=3[CH:9]=[CH:10][C:11]3[CH:1]=[CH:2][CH:3]=[CH:4][C:5]2=3)[CH2:21][CH2:20]1)=[O:28]. The catalyst class is: 4.